From a dataset of Reaction yield outcomes from USPTO patents with 853,638 reactions. Predict the reaction yield, written as a fraction of the theoretical maximum amount of product (1.0 means a 100% yield; for example, 0.34 means a 34% yield). (1) The yield is 0.580. The reactants are [Cl:1][C:2]1[N:7]=[C:6]([Cl:8])[CH:5]=[CH:4][N:3]=1.[NH2:9][CH2:10][CH2:11][NH:12][C:13](=[O:19])[O:14][C:15]([CH3:18])([CH3:17])[CH3:16].C(N(CC)CC)C. The product is [C:15]([O:14][C:13](=[O:19])[NH:12][CH2:11][CH2:10][NH:9][C:6]1[CH:5]=[CH:4][N:3]=[C:2]([Cl:1])[N:7]=1)([CH3:18])([CH3:16])[CH3:17].[C:15]([O:14][C:13](=[O:19])[NH:12][CH2:11][CH2:10][NH:9][C:2]1[N:7]=[C:6]([Cl:8])[CH:5]=[CH:4][N:3]=1)([CH3:18])([CH3:16])[CH3:17]. The catalyst is C(#N)C.O. (2) The reactants are [CH3:1][C:2]([CH3:34])([CH2:12][N:13]1[C:17]2[CH:18]=[CH:19][CH:20]=[CH:21][C:16]=2[N:15]=[C:14]1[CH2:22][NH:23][CH:24]1[C:33]2[N:32]=[CH:31][CH:30]=[CH:29][C:28]=2[CH2:27][CH2:26][CH2:25]1)[CH2:3][NH:4][C:5](=[O:11])[O:6][C:7]([CH3:10])([CH3:9])[CH3:8].[CH:35](=O)[CH2:36][CH:37]([CH3:39])[CH3:38].C(N(CC1N(CCC#N)C2C=CC=CC=2N=1)C1C2N=CC=CC=2CCC1)C. No catalyst specified. The product is [CH3:1][C:2]([CH3:34])([CH2:12][N:13]1[C:17]2[CH:18]=[CH:19][CH:20]=[CH:21][C:16]=2[N:15]=[C:14]1[CH2:22][N:23]([CH2:35][CH2:36][CH:37]([CH3:39])[CH3:38])[CH:24]1[C:33]2[N:32]=[CH:31][CH:30]=[CH:29][C:28]=2[CH2:27][CH2:26][CH2:25]1)[CH2:3][NH:4][C:5](=[O:11])[O:6][C:7]([CH3:8])([CH3:9])[CH3:10]. The yield is 0.920. (3) The reactants are [F:1][C:2]1[CH:11]=[CH:10][C:5]([C:6]([O:8][CH3:9])=[O:7])=[C:4]([OH:12])[CH:3]=1.C1(P(C2C=CC=CC=2)C2C=CC=CC=2)C=CC=CC=1.[C:32]([O:36][C:37]([N:39]1[CH2:44][CH2:43][CH:42](O)[CH2:41][CH2:40]1)=[O:38])([CH3:35])([CH3:34])[CH3:33].N(C(OCC)=O)=NC(OCC)=O. The catalyst is C(Cl)Cl.C1C=CC=CC=1. The product is [C:32]([O:36][C:37]([N:39]1[CH2:44][CH2:43][CH:42]([O:12][C:4]2[CH:3]=[C:2]([F:1])[CH:11]=[CH:10][C:5]=2[C:6]([O:8][CH3:9])=[O:7])[CH2:41][CH2:40]1)=[O:38])([CH3:35])([CH3:33])[CH3:34]. The yield is 0.610. (4) The reactants are [CH3:1][O:2][C:3]1[CH:4]=[C:5]2[C:10](=[CH:11][C:12]=1[O:13][CH3:14])[N:9]=[CH:8][N:7]=[C:6]2[O:15][C:16]1[CH:21]=[CH:20][C:19]([NH:22][C:23](=O)[CH2:24][O:25][C:26]2[CH:31]=[CH:30][CH:29]=[CH:28][C:27]=2[CH3:32])=[CH:18][CH:17]=1.Cl.[OH-].[Na+]. The catalyst is O1CCCC1. The product is [CH3:1][O:2][C:3]1[CH:4]=[C:5]2[C:10](=[CH:11][C:12]=1[O:13][CH3:14])[N:9]=[CH:8][N:7]=[C:6]2[O:15][C:16]1[CH:17]=[CH:18][C:19]([NH:22][CH2:23][CH2:24][O:25][C:26]2[CH:31]=[CH:30][CH:29]=[CH:28][C:27]=2[CH3:32])=[CH:20][CH:21]=1. The yield is 0.800. (5) The reactants are [C:1]([C:4]1[CH:5]=[CH:6][C:7]([C:20]2[CH:25]=[CH:24][CH:23]=[C:22]([NH:26][C:27](=[O:35])[C:28]3[CH:33]=[CH:32][C:31]([F:34])=[CH:30][CH:29]=3)[C:21]=2[CH3:36])=[C:8]2[C:16]=1[NH:15][C:14]1[CH:13]=[C:12]([C:17](O)=[O:18])[CH:11]=[CH:10][C:9]2=1)(=[O:3])[NH2:2].C1C=[N:41]C2N(O)N=NC=2C=1.[OH-].[NH4+].C(Cl)CCl. The catalyst is C1COCC1. The product is [F:34][C:31]1[CH:30]=[CH:29][C:28]([C:27]([NH:26][C:22]2[C:21]([CH3:36])=[C:20]([C:7]3[C:8]4[C:9]5[C:14](=[CH:13][C:12]([C:17]([NH2:41])=[O:18])=[CH:11][CH:10]=5)[NH:15][C:16]=4[C:4]([C:1]([NH2:2])=[O:3])=[CH:5][CH:6]=3)[CH:25]=[CH:24][CH:23]=2)=[O:35])=[CH:33][CH:32]=1. The yield is 0.290. (6) The reactants are [CH3:1][C:2]([C:18]1[CH:26]=[CH:25][CH:24]=[CH:23][C:19]=1[C:20](O)=[O:21])([CH3:17])[CH2:3][C:4]([C:13]([F:16])([F:15])[F:14])([O:8][Si:9]([CH3:12])([CH3:11])[CH3:10])[CH2:5][C:6]#[CH:7].[N:27]1C=CC=CC=1.S(Cl)(Cl)=O. The catalyst is ClCCl. The product is [CH3:1][C:2]([C:18]1[CH:26]=[CH:25][CH:24]=[CH:23][C:19]=1[C:20]([NH2:27])=[O:21])([CH3:17])[CH2:3][C:4]([C:13]([F:16])([F:15])[F:14])([O:8][Si:9]([CH3:12])([CH3:11])[CH3:10])[CH2:5][C:6]#[CH:7]. The yield is 0.440.